From a dataset of Forward reaction prediction with 1.9M reactions from USPTO patents (1976-2016). Predict the product of the given reaction. (1) Given the reactants [F:1][C:2]1[CH:7]=[CH:6][C:5]([C:8]2[O:9][C:10]3[CH:20]=[CH:19][C:18]([OH:21])=[CH:17][C:11]=3[C:12]=2[C:13]([NH:15][CH3:16])=[O:14])=[CH:4][CH:3]=1.Br[CH:23]1[CH2:27][CH2:26][O:25][C:24]1=[O:28].C([O-])([O-])=O.[K+].[K+], predict the reaction product. The product is: [F:1][C:2]1[CH:7]=[CH:6][C:5]([C:8]2[O:9][C:10]3[CH:20]=[CH:19][C:18]([O:21][CH:23]4[CH2:27][CH2:26][O:25][C:24]4=[O:28])=[CH:17][C:11]=3[C:12]=2[C:13]([NH:15][CH3:16])=[O:14])=[CH:4][CH:3]=1. (2) Given the reactants [NH2:1][C:2]([NH2:4])=[S:3].C[O-].[Na+:7].[CH3:8][O:9][C:10]1[C:29]([CH3:30])=[CH:28][C:13]([C:14]([NH:16][CH:17]([C:23](OCC)=[O:24])[C:18](OCC)=[O:19])=[O:15])=[CH:12][C:11]=1[CH3:31], predict the reaction product. The product is: [OH:19][C:18]1[C:17]([NH:16][C:14](=[O:15])[C:13]2[CH:28]=[C:29]([CH3:30])[C:10]([O:9][CH3:8])=[C:11]([CH3:31])[CH:12]=2)=[C:23]([OH:24])[N:4]=[C:2]([S-:3])[N:1]=1.[Na+:7]. (3) Given the reactants CN(C(ON1N=NC2C=CC=NC1=2)=[N+](C)C)C.F[P-](F)(F)(F)(F)F.[F:25][C:26]1[CH:27]=[C:28]([C:33]2[CH:38]=[CH:37][C:36]([C:39]([OH:41])=O)=[C:35]([N+:42]([O-:44])=[O:43])[CH:34]=2)[CH:29]=[CH:30][C:31]=1[F:32].Cl.[NH2:46][C@@H:47]([CH:55]1[CH2:60][CH2:59][CH2:58][CH2:57][CH2:56]1)[C:48]([O:50][C:51]([CH3:54])([CH3:53])[CH3:52])=[O:49].C(N(C(C)C)CC)(C)C, predict the reaction product. The product is: [CH:55]1([C@H:47]([NH:46][C:39]([C:36]2[CH:37]=[CH:38][C:33]([C:28]3[CH:29]=[CH:30][C:31]([F:32])=[C:26]([F:25])[CH:27]=3)=[CH:34][C:35]=2[N+:42]([O-:44])=[O:43])=[O:41])[C:48]([O:50][C:51]([CH3:53])([CH3:52])[CH3:54])=[O:49])[CH2:60][CH2:59][CH2:58][CH2:57][CH2:56]1. (4) Given the reactants Cl[CH2:2][C:3]1[C:4]([CH:19]2[CH2:21][CH2:20]2)=[N:5][C:6]([C:9]2[CH:14]=[CH:13][C:12]([C:15]([F:18])([F:17])[F:16])=[CH:11][CH:10]=2)=[N:7][CH:8]=1.[CH3:22][O:23][C:24](=[O:36])[CH2:25][O:26][C:27]1[CH:32]=[CH:31][C:30]([NH:33][CH3:34])=[CH:29][C:28]=1[CH3:35].C(=O)([O-])[O-].[K+].[K+].[I-].[Na+], predict the reaction product. The product is: [CH3:22][O:23][C:24](=[O:36])[CH2:25][O:26][C:27]1[CH:32]=[CH:31][C:30]([N:33]([CH2:2][C:3]2[C:4]([CH:19]3[CH2:21][CH2:20]3)=[N:5][C:6]([C:9]3[CH:14]=[CH:13][C:12]([C:15]([F:18])([F:17])[F:16])=[CH:11][CH:10]=3)=[N:7][CH:8]=2)[CH3:34])=[CH:29][C:28]=1[CH3:35]. (5) The product is: [CH2:1]([O:8][C:9]1[CH:14]=[CH:13][N:12]([CH2:15][C:16]2[CH:21]=[CH:20][CH:19]=[C:18]([F:22])[CH:17]=2)[C:11](=[O:23])[C:10]=1[CH3:25])[C:2]1[CH:7]=[CH:6][CH:5]=[CH:4][CH:3]=1. Given the reactants [CH2:1]([O:8][C:9]1[CH:14]=[CH:13][N:12]([CH2:15][C:16]2[CH:21]=[CH:20][CH:19]=[C:18]([F:22])[CH:17]=2)[C:11](=[O:23])[C:10]=1I)[C:2]1[CH:7]=[CH:6][CH:5]=[CH:4][CH:3]=1.[CH2:25](OC1C=CN(CC2C=CC=C(F)C=2)C(=O)C=1)C1C=CC=CC=1.C1C(=O)N(I)C(=O)C1, predict the reaction product.